The task is: Regression. Given two drug SMILES strings and cell line genomic features, predict the synergy score measuring deviation from expected non-interaction effect.. This data is from NCI-60 drug combinations with 297,098 pairs across 59 cell lines. Drug 1: CC1=C(C=C(C=C1)NC2=NC=CC(=N2)N(C)C3=CC4=NN(C(=C4C=C3)C)C)S(=O)(=O)N.Cl. Drug 2: CN(C(=O)NC(C=O)C(C(C(CO)O)O)O)N=O. Cell line: OVCAR-5. Synergy scores: CSS=-2.94, Synergy_ZIP=0.266, Synergy_Bliss=-2.29, Synergy_Loewe=-4.50, Synergy_HSA=-4.29.